From a dataset of Full USPTO retrosynthesis dataset with 1.9M reactions from patents (1976-2016). Predict the reactants needed to synthesize the given product. (1) Given the product [Cl:1][C:2]1[CH:7]=[CH:6][C:5]([N:8]2[C:16]([CH:17]([CH:29]3[CH2:34][CH2:33][CH2:32][CH2:31][CH2:30]3)[CH2:18][O:19][C:20]3[CH:27]=[CH:26][C:23]([C:24]4[NH:37][N:36]=[N:35][N:25]=4)=[CH:22][C:21]=3[F:28])=[C:15]3[C:10]([CH2:11][CH2:12][CH2:13][CH2:14]3)=[N:9]2)=[CH:4][CH:3]=1, predict the reactants needed to synthesize it. The reactants are: [Cl:1][C:2]1[CH:7]=[CH:6][C:5]([N:8]2[C:16]([CH:17]([CH:29]3[CH2:34][CH2:33][CH2:32][CH2:31][CH2:30]3)[CH2:18][O:19][C:20]3[CH:27]=[CH:26][C:23]([C:24]#[N:25])=[CH:22][C:21]=3[F:28])=[C:15]3[C:10]([CH2:11][CH2:12][CH2:13][CH2:14]3)=[N:9]2)=[CH:4][CH:3]=1.[N-:35]=[N+:36]=[N-:37].[Na+].Cl.C(N(CC)CC)C. (2) Given the product [CH3:1][O:2][CH:3]([O:15][CH3:16])[CH:4]([C:6]1[C:11]([CH3:12])=[CH:10][C:9]([O:13][CH2:24][C:25]([O:27][CH2:28][CH3:29])=[O:26])=[C:8]([CH3:14])[CH:7]=1)[OH:5], predict the reactants needed to synthesize it. The reactants are: [CH3:1][O:2][CH:3]([O:15][CH3:16])[CH:4]([C:6]1[C:11]([CH3:12])=[CH:10][C:9]([OH:13])=[C:8]([CH3:14])[CH:7]=1)[OH:5].C([O-])([O-])=O.[K+].[K+].Br[CH2:24][C:25]([O:27][CH2:28][CH3:29])=[O:26].[Na+].[I-].C(N(CC)CC)C. (3) Given the product [O:32]1[CH2:33][CH:27]([C:26]2[C:20]3[S:19][C:18]([NH:17][C:15](=[O:16])[C:14]4[CH:13]=[CH:12][C:11]([CH2:10][N:4]([CH3:3])[C:5](=[O:8])[CH2:6][CH3:7])=[CH:37][CH:36]=4)=[N:22][C:21]=3[C:23]([O:34][CH3:35])=[CH:24][CH:25]=2)[CH2:28][O:29][CH2:30][CH2:31]1, predict the reactants needed to synthesize it. The reactants are: [H-].[Na+].[CH3:3][NH:4][C:5](=[O:8])[CH2:6][CH3:7].Cl[CH2:10][C:11]1[CH:37]=[CH:36][C:14]([C:15]([NH:17][C:18]2[S:19][C:20]3[C:26]([CH:27]4[CH2:33][O:32][CH2:31][CH2:30][O:29][CH2:28]4)=[CH:25][CH:24]=[C:23]([O:34][CH3:35])[C:21]=3[N:22]=2)=[O:16])=[CH:13][CH:12]=1. (4) Given the product [NH2:14][CH:1]1[C:12]2[CH:4]([N:5]=[C:6]3[C:11]=2[CH:10]=[CH:9][CH:8]=[CH:7]3)[CH2:3][CH2:2]1, predict the reactants needed to synthesize it. The reactants are: [CH2:1]1[C:12]2[CH:4]([N:5]=[C:6]3[C:11]=2[CH:10]=[CH:9][CH:8]=[CH:7]3)[CH2:3][CH2:2]1.C[NH2:14]. (5) The reactants are: [C:1]1(=[O:7])[NH:5][C:4](=[O:6])[CH:3]=[CH:2]1.[CH:8]([S:10]([CH:13]=[CH2:14])(=[O:12])=[O:11])=[CH2:9].[OH-].C([N+](CCCC)(CCCC)CCCC)CCC. Given the product [CH:8]([S:10]([CH2:13][CH2:14][N:5]1[C:4](=[O:6])[CH:3]=[CH:2][C:1]1=[O:7])(=[O:12])=[O:11])=[CH2:9], predict the reactants needed to synthesize it. (6) Given the product [CH3:7][O:8][C:9]1[CH:10]=[CH:11][C:12]2[C:16]3[CH:17]([C:18]4[CH:19]=[CH:20][C:21]([O:24][CH2:25][CH2:26][N:27]5[CH2:28][CH2:29][CH2:30][CH2:31][CH2:32]5)=[CH:22][CH:23]=4)[O:33][CH2:36][C:35]4[CH:38]=[CH:39][CH:40]=[CH:41][C:34]=4[C:15]=3[S:14][C:13]=2[CH:42]=1, predict the reactants needed to synthesize it. The reactants are: [H-].[H-].[H-].[H-].[Li+].[Al+3].[CH3:7][O:8][C:9]1[CH:10]=[CH:11][C:12]2[C:16]([C:17](=[O:33])[C:18]3[CH:23]=[CH:22][C:21]([O:24][CH2:25][CH2:26][N:27]4[CH2:32][CH2:31][CH2:30][CH2:29][CH2:28]4)=[CH:20][CH:19]=3)=[C:15]([C:34]3[CH:41]=[CH:40][CH:39]=[CH:38][C:35]=3[CH:36]=O)[S:14][C:13]=2[CH:42]=1. (7) Given the product [NH2:21][C:12]1[C:11]2[N:10]=[C:9]([CH2:22][O:23][CH2:24][CH3:25])[N:8]([CH2:7][C@H:5]([OH:6])[CH2:4][OH:3])[C:20]=2[C:19]2[CH:18]=[CH:17][CH:16]=[CH:15][C:14]=2[N:13]=1, predict the reactants needed to synthesize it. The reactants are: CC1(C)[O:6][C@@H:5]([CH2:7][N:8]2[C:20]3[C:19]4[CH:18]=[CH:17][CH:16]=[CH:15][C:14]=4[N:13]=[C:12]([NH2:21])[C:11]=3[N:10]=[C:9]2[CH2:22][O:23][CH2:24][CH3:25])[CH2:4][O:3]1.Cl. (8) The reactants are: C(OC([N:8]1[CH2:13][CH2:12][CH:11]([C:14]2[CH:19]=[CH:18][N:17]3[C:20]([CH2:23][CH:24]4[CH2:26][CH2:25]4)=[N:21][N:22]=[C:16]3[C:15]=2[CH3:27])[CH2:10][CH2:9]1)=O)(C)(C)C.FC(F)(F)C(O)=O. Given the product [CH:24]1([CH2:23][C:20]2[N:17]3[CH:18]=[CH:19][C:14]([CH:11]4[CH2:10][CH2:9][NH:8][CH2:13][CH2:12]4)=[C:15]([CH3:27])[C:16]3=[N:22][N:21]=2)[CH2:25][CH2:26]1, predict the reactants needed to synthesize it. (9) Given the product [Cl:2][C:3]1[CH:8]=[CH:7][CH:6]=[CH:5][C:4]=1[CH:9]1[N:13]([C:14]2[CH:19]=[CH:18][CH:17]=[C:16]([C:20]3[CH2:21][CH2:22][N:23]([S:39]([CH:36]4[CH2:38][CH2:37]4)(=[O:41])=[O:40])[CH2:24][CH:25]=3)[CH:15]=2)[N:12]=[C:11]([C:26]([C:32]([F:35])([F:33])[F:34])([C:28]([F:29])([F:30])[F:31])[OH:27])[CH2:10]1, predict the reactants needed to synthesize it. The reactants are: Cl.[Cl:2][C:3]1[CH:8]=[CH:7][CH:6]=[CH:5][C:4]=1[CH:9]1[N:13]([C:14]2[CH:19]=[CH:18][CH:17]=[C:16]([C:20]3[CH2:21][CH2:22][NH:23][CH2:24][CH:25]=3)[CH:15]=2)[N:12]=[C:11]([C:26]([C:32]([F:35])([F:34])[F:33])([C:28]([F:31])([F:30])[F:29])[OH:27])[CH2:10]1.[CH:36]1([S:39](Cl)(=[O:41])=[O:40])[CH2:38][CH2:37]1.C(N(CC)CC)C.